From a dataset of Forward reaction prediction with 1.9M reactions from USPTO patents (1976-2016). Predict the product of the given reaction. (1) Given the reactants [Cl:1][C:2]1[CH:42]=[CH:41][C:5]([CH2:6][N:7]2[C:12](=[N:13][C:14]3[CH:19]=[CH:18][C:17]([O:20][CH:21]([CH3:23])[CH3:22])=[C:16]([CH3:24])[CH:15]=3)[NH:11][C:10](=[O:25])[N:9]([CH2:26][CH2:27][C@H:28]([NH:32]C(OC(C)(C)C)=O)[C:29]([OH:31])=[O:30])[C:8]2=[O:40])=[CH:4][CH:3]=1.Cl.C(OCC)(=O)C.CCCCCC, predict the reaction product. The product is: [ClH:1].[Cl:1][C:2]1[CH:3]=[CH:4][C:5]([CH2:6][N:7]2[C:12](=[N:13][C:14]3[CH:19]=[CH:18][C:17]([O:20][CH:21]([CH3:23])[CH3:22])=[C:16]([CH3:24])[CH:15]=3)[NH:11][C:10](=[O:25])[N:9]([CH2:26][CH2:27][C@H:28]([NH2:32])[C:29]([OH:31])=[O:30])[C:8]2=[O:40])=[CH:41][CH:42]=1. (2) Given the reactants Br[C:2]1[C:11]([CH3:12])=[CH:10][CH:9]=[C:8]2[C:3]=1[CH:4]=[CH:5][CH:6]=[N:7]2.[CH:13]1([CH2:19][NH2:20])[CH2:18][CH2:17][CH2:16][CH2:15][CH2:14]1.C(N(CC)CC)C.CN1CCC[C:30]1=[O:34], predict the reaction product. The product is: [CH:13]1([CH2:19][NH:20][C:30]([C:2]2[C:3]3[CH:4]=[CH:5][CH:6]=[N:7][C:8]=3[CH:9]=[CH:10][C:11]=2[CH3:12])=[O:34])[CH2:18][CH2:17][CH2:16][CH2:15][CH2:14]1. (3) Given the reactants [F:1][C:2]1[CH:3]=[C:4]([NH:13][S:14]([C:17]2[CH:25]=[CH:24][C:20]([C:21](O)=[O:22])=[CH:19][CH:18]=2)(=[O:16])=[O:15])[CH:5]=[C:6]([F:12])[C:7]=1[C:8]([O:10]C)=[O:9].[CH:26]1([NH2:29])[CH2:28][CH2:27]1.[OH-].[Na+].Cl, predict the reaction product. The product is: [CH:26]1([NH:29][C:21]([C:20]2[CH:24]=[CH:25][C:17]([S:14]([NH:13][C:4]3[CH:5]=[C:6]([F:12])[C:7]([C:8]([OH:10])=[O:9])=[C:2]([F:1])[CH:3]=3)(=[O:15])=[O:16])=[CH:18][CH:19]=2)=[O:22])[CH2:28][CH2:27]1.